Task: Predict the reaction yield, written as a fraction of the theoretical maximum amount of product (1.0 means a 100% yield; for example, 0.34 means a 34% yield).. Dataset: Reaction yield outcomes from USPTO patents with 853,638 reactions (1) The reactants are Br[C:2]1[C:7]([CH3:8])=[CH:6][C:5]([O:9][CH3:10])=[CH:4][C:3]=1[CH3:11].C([Li])CCC.[B:17](OC(C)C)([O:22]C(C)C)[O:18]C(C)C. The catalyst is C1COCC1. The product is [CH3:10][O:9][C:5]1[CH:6]=[C:7]([CH3:8])[C:2]([B:17]([OH:22])[OH:18])=[C:3]([CH3:11])[CH:4]=1. The yield is 0.830. (2) The reactants are [CH:1]1([S:6][CH:7]([C:11]2[CH:16]=[CH:15][C:14]([C:17]#[N:18])=[CH:13][CH:12]=2)[C:8]([OH:10])=O)[CH2:5][CH2:4][CH2:3][CH2:2]1.[NH2:19][C:20]1[CH:25]=[CH:24][CH:23]=[CH:22][N:21]=1. The catalyst is C1COCC1. The product is [CH:1]1([S:6][CH:7]([C:11]2[CH:16]=[CH:15][C:14]([C:17]#[N:18])=[CH:13][CH:12]=2)[C:8]([NH:19][C:20]2[CH:25]=[CH:24][CH:23]=[CH:22][N:21]=2)=[O:10])[CH2:2][CH2:3][CH2:4][CH2:5]1. The yield is 0.800. (3) The reactants are ClC1C=CC=CC=1C1N(C[C@H]2CCCNC2)C2N=C(NCC3C=CC(F)=C(F)C=3)N=CC=2C=1.[Cl:34][C:35]1[CH:40]=[CH:39][CH:38]=[CH:37][C:36]=1[C:41]1[N:59]([CH2:60][CH:61]2[O:66][CH2:65][CH2:64][N:63](C(OC(C)(C)C)=O)[CH2:62]2)[C:44]2[N:45]=[C:46]([NH:49][CH2:50][C:51]3[CH:56]=[CH:55][C:54]([F:57])=[C:53]([F:58])[CH:52]=3)[N:47]=[CH:48][C:43]=2[CH:42]=1. No catalyst specified. The product is [Cl:34][C:35]1[CH:40]=[CH:39][CH:38]=[CH:37][C:36]=1[C:41]1[N:59]([CH2:60][CH:61]2[O:66][CH2:65][CH2:64][NH:63][CH2:62]2)[C:44]2[N:45]=[C:46]([NH:49][CH2:50][C:51]3[CH:56]=[CH:55][C:54]([F:57])=[C:53]([F:58])[CH:52]=3)[N:47]=[CH:48][C:43]=2[CH:42]=1. The yield is 0.640. (4) The reactants are N1C=CC=CC=1C=[O:8].[F:9][C:10]([Si](C)(C)C)([F:12])[F:11].[F-].C([N+:22]([CH2:31][CH2:32][CH2:33][CH3:34])([CH2:27][CH2:28]CC)CCCC)CCC. The catalyst is O1CCCC1. The product is [F:9][C:10]([F:12])([F:11])[CH:34]([C:33]1[CH:28]=[CH:27][N:22]=[CH:31][CH:32]=1)[OH:8]. The yield is 1.00. (5) The reactants are [Br:1][C:2]1[CH:3]=[C:4]2[C:8](=[CH:9][CH:10]=1)[CH2:7][NH:6][CH2:5]2.[C:11]([O:15][C:16](O[C:16]([O:15][C:11]([CH3:14])([CH3:13])[CH3:12])=[O:17])=[O:17])([CH3:14])([CH3:13])[CH3:12]. The catalyst is C1COCC1.CN(C)C1C=CN=CC=1. The product is [C:11]([O:15][C:16]([N:6]1[CH2:5][C:4]2[C:8](=[CH:9][CH:10]=[C:2]([Br:1])[CH:3]=2)[CH2:7]1)=[O:17])([CH3:14])([CH3:13])[CH3:12]. The yield is 0.530. (6) The product is [CH2:16]([N:23]([CH2:24][CH2:25][CH:26]=[CH2:27])[C:10](=[O:12])[C@@H:9]([NH:8][C:6](=[O:7])[O:5][C:1]([CH3:2])([CH3:3])[CH3:4])[CH2:13][CH:14]=[CH2:15])[C:17]1[CH:22]=[CH:21][CH:20]=[CH:19][CH:18]=1. The yield is 0.405. The reactants are [C:1]([O:5][C:6]([NH:8][C@@H:9]([CH2:13][CH:14]=[CH2:15])[C:10]([OH:12])=O)=[O:7])([CH3:4])([CH3:3])[CH3:2].[CH2:16]([NH:23][CH2:24][CH2:25][CH:26]=[CH2:27])[C:17]1[CH:22]=[CH:21][CH:20]=[CH:19][CH:18]=1.C(Cl)CCl.C1C=CC2N(O)N=NC=2C=1. The catalyst is CN(C=O)C.CCOC(C)=O. (7) The reactants are [NH2:1][C:2]1[CH:3]=[CH:4][C:5]([O:11][C:12]([F:15])([F:14])[F:13])=[C:6]([CH:10]=1)[C:7]([OH:9])=O.[NH2:16][C:17]1[CH:22]=[CH:21][CH:20]=[CH:19][C:18]=1O.C([O-])(O)=O.[Na+]. The catalyst is CN(C=O)C. The product is [O:9]1[C:18]2[CH:19]=[CH:20][CH:21]=[CH:22][C:17]=2[N:16]=[C:7]1[C:6]1[CH:10]=[C:2]([NH2:1])[CH:3]=[CH:4][C:5]=1[O:11][C:12]([F:15])([F:14])[F:13]. The yield is 0.220. (8) The yield is 0.410. No catalyst specified. The reactants are FC(F)(F)S(O[C:7]1[CH:12]=[CH:11][CH:10]=[C:9]([C:13]2([C:30]3[CH:35]=[C:34]([CH3:36])[N:33]=[C:32]([CH3:37])[CH:31]=3)[C:21]3[C:16](=[N:17][CH:18]=[CH:19][CH:20]=3)[C:15]([NH:22]C(OC(C)(C)C)=O)=[N:14]2)[CH:8]=1)(=O)=O.[C:40]([C:42]1[CH:43]=[C:44](B(O)O)[CH:45]=[N:46][CH:47]=1)#[N:41]. The product is [NH2:22][C:15]1[C:16]2=[N:17][CH:18]=[CH:19][CH:20]=[C:21]2[C:13]([C:9]2[CH:8]=[C:7]([C:44]3[CH:45]=[N:46][CH:47]=[C:42]([CH:43]=3)[C:40]#[N:41])[CH:12]=[CH:11][CH:10]=2)([C:30]2[CH:31]=[C:32]([CH3:37])[N:33]=[C:34]([CH3:36])[CH:35]=2)[N:14]=1. (9) The reactants are [N:1]1[CH:6]=[CH:5][C:4](/[CH:7]=[CH:8]/[C:9]2[C:17]3[C:12](=[CH:13][C:14]([C@H:18]4[C@@:20]5([C:28]6[C:23](=[CH:24][CH:25]=[CH:26][CH:27]=6)[NH:22][C:21]5=[O:29])[CH2:19]4)=[CH:15][CH:16]=3)[N:11](COCC[Si](C)(C)C)[N:10]=2)=[CH:3][CH:2]=1.B(F)(F)F.CCOCC. The catalyst is C(Cl)Cl. The product is [N:1]1[CH:6]=[CH:5][C:4](/[CH:7]=[CH:8]/[C:9]2[C:17]3[C:12](=[CH:13][C:14]([C@H:18]4[C@@:20]5([C:28]6[C:23](=[CH:24][CH:25]=[CH:26][CH:27]=6)[NH:22][C:21]5=[O:29])[CH2:19]4)=[CH:15][CH:16]=3)[NH:11][N:10]=2)=[CH:3][CH:2]=1. The yield is 0.900. (10) The reactants are [Cl-].O[NH3+:3].[C:4](=[O:7])([O-])[OH:5].[Na+].CS(C)=O.[CH2:13]([C:15]([OH:52])([CH2:50][CH3:51])[CH2:16][O:17][C@H:18]1[CH2:21][C@H:20]([N:22]2[C:27](=[O:28])[C:26]([CH2:29][C:30]3[CH:35]=[CH:34][C:33]([C:36]4[C:37]([C:42]#[N:43])=[CH:38][CH:39]=[CH:40][CH:41]=4)=[CH:32][CH:31]=3)=[C:25]([CH2:44][CH2:45][CH3:46])[N:24]3[N:47]=[CH:48][N:49]=[C:23]23)[CH2:19]1)[CH3:14]. The catalyst is C(OCC)(=O)C. The product is [CH2:13]([C:15]([OH:52])([CH2:50][CH3:51])[CH2:16][O:17][C@H:18]1[CH2:19][C@H:20]([N:22]2[C:27](=[O:28])[C:26]([CH2:29][C:30]3[CH:35]=[CH:34][C:33]([C:36]4[CH:41]=[CH:40][CH:39]=[CH:38][C:37]=4[C:42]4[NH:3][C:4](=[O:7])[O:5][N:43]=4)=[CH:32][CH:31]=3)=[C:25]([CH2:44][CH2:45][CH3:46])[N:24]3[N:47]=[CH:48][N:49]=[C:23]23)[CH2:21]1)[CH3:14]. The yield is 0.790.